Dataset: Peptide-MHC class II binding affinity with 134,281 pairs from IEDB. Task: Regression. Given a peptide amino acid sequence and an MHC pseudo amino acid sequence, predict their binding affinity value. This is MHC class II binding data. (1) The peptide sequence is LIGLRIVFAVLSIVNRVRQG. The MHC is HLA-DQA10103-DQB10603 with pseudo-sequence HLA-DQA10103-DQB10603. The binding affinity (normalized) is 0.408. (2) The peptide sequence is NARILKNCVDAKMTE. The binding affinity (normalized) is 0.568. The MHC is DRB1_1501 with pseudo-sequence DRB1_1501. (3) The peptide sequence is GKNERELATLHHLNP. The MHC is H-2-IAb with pseudo-sequence H-2-IAb. The binding affinity (normalized) is 0. (4) The peptide sequence is YTTEGGTKGEAKDVI. The MHC is DRB3_0101 with pseudo-sequence DRB3_0101. The binding affinity (normalized) is 0. (5) The peptide sequence is AVTALTIAYLVGSNMK. The MHC is HLA-DQA10102-DQB10501 with pseudo-sequence HLA-DQA10102-DQB10501. The binding affinity (normalized) is 0.703. (6) The peptide sequence is GAIWRIDPKKPLKGP. The MHC is DRB1_1201 with pseudo-sequence DRB1_1201. The binding affinity (normalized) is 0.511.